The task is: Predict the product of the given reaction.. This data is from Forward reaction prediction with 1.9M reactions from USPTO patents (1976-2016). (1) Given the reactants [Cl:1][C:2]1[CH:3]=[C:4]([NH:8][CH2:9][C:10]2[C:19]3[C:14](=[C:15]([F:21])[C:16]([F:20])=[CH:17][CH:18]=3)[NH:13][C:12](=[O:22])[CH:11]=2)[CH:5]=[CH:6][CH:7]=1.[CH3:23][C:24]1[C:29]([C:30](O)=[O:31])=[CH:28][N:27]=[CH:26][CH:25]=1, predict the reaction product. The product is: [Cl:1][C:2]1[CH:3]=[C:4]([N:8]([CH2:9][C:10]2[C:19]3[C:14](=[C:15]([F:21])[C:16]([F:20])=[CH:17][CH:18]=3)[NH:13][C:12](=[O:22])[CH:11]=2)[C:30](=[O:31])[C:29]2[C:24]([CH3:23])=[CH:25][CH:26]=[N:27][CH:28]=2)[CH:5]=[CH:6][CH:7]=1. (2) The product is: [OH:12][C:13]1[C:18](=[O:19])[CH:17]=[CH:16][N:15]([CH3:20])[C:14]=1[CH:21]([N:35]([CH3:34])[CH2:36][C:37]#[CH:38])[C:22]([F:25])([F:24])[F:23]. Given the reactants CN(C=O)C.C(Cl)(=O)C(Cl)=O.[OH:12][C:13]1[C:18](=[O:19])[CH:17]=[CH:16][N:15]([CH3:20])[C:14]=1[CH:21](O)[C:22]([F:25])([F:24])[F:23].CCN(CC)CC.[CH3:34][NH:35][CH2:36][C:37]#[CH:38], predict the reaction product. (3) Given the reactants [C:1]([O:5][C:6]([N:8]1[CH2:13][CH2:12][CH:11]([O:14][C:15]2[CH:20]=[CH:19][C:18]([N+:21]([O-])=O)=[CH:17][C:16]=2[C:24](=[O:27])[NH:25][CH3:26])[CH2:10][CH2:9]1)=[O:7])([CH3:4])([CH3:3])[CH3:2], predict the reaction product. The product is: [C:1]([O:5][C:6]([N:8]1[CH2:13][CH2:12][CH:11]([O:14][C:15]2[CH:20]=[CH:19][C:18]([NH2:21])=[CH:17][C:16]=2[C:24](=[O:27])[NH:25][CH3:26])[CH2:10][CH2:9]1)=[O:7])([CH3:4])([CH3:3])[CH3:2]. (4) Given the reactants [NH:1]1[CH:5]=[CH:4][CH:3]=[CH:2]1.[C:6](O)([C:8](F)(F)F)=O, predict the reaction product. The product is: [NH:1]1[CH:5]=[CH:4][CH:3]=[C:2]1[CH2:3][C:2]1[NH:1][CH:5]=[CH:6][CH:8]=1. (5) Given the reactants [O:1]=[C:2]1[C:12]2[C:13]([C:16]([O:18]CC)=[O:17])=[CH:14][O:15][C:11]=2[CH2:10][C:4]2([CH2:9][CH2:8][O:7][CH2:6][CH2:5]2)[CH2:3]1.[OH-].[Na+].O1CCCC1, predict the reaction product. The product is: [O:1]=[C:2]1[C:12]2[C:13]([C:16]([OH:18])=[O:17])=[CH:14][O:15][C:11]=2[CH2:10][C:4]2([CH2:5][CH2:6][O:7][CH2:8][CH2:9]2)[CH2:3]1.